The task is: Regression. Given two drug SMILES strings and cell line genomic features, predict the synergy score measuring deviation from expected non-interaction effect.. This data is from NCI-60 drug combinations with 297,098 pairs across 59 cell lines. (1) Drug 1: C1CN1P(=S)(N2CC2)N3CC3. Drug 2: CC1=C(C(CCC1)(C)C)C=CC(=CC=CC(=CC(=O)O)C)C. Cell line: SF-539. Synergy scores: CSS=23.4, Synergy_ZIP=-4.96, Synergy_Bliss=-1.80, Synergy_Loewe=-0.372, Synergy_HSA=1.02. (2) Drug 1: CC(C1=C(C=CC(=C1Cl)F)Cl)OC2=C(N=CC(=C2)C3=CN(N=C3)C4CCNCC4)N. Drug 2: C1C(C(OC1N2C=NC3=C(N=C(N=C32)Cl)N)CO)O. Cell line: MDA-MB-231. Synergy scores: CSS=9.48, Synergy_ZIP=-5.90, Synergy_Bliss=-0.324, Synergy_Loewe=-2.22, Synergy_HSA=0.346. (3) Drug 1: CCC1(CC2CC(C3=C(CCN(C2)C1)C4=CC=CC=C4N3)(C5=C(C=C6C(=C5)C78CCN9C7C(C=CC9)(C(C(C8N6C)(C(=O)OC)O)OC(=O)C)CC)OC)C(=O)OC)O.OS(=O)(=O)O. Drug 2: CC1=C(C=C(C=C1)C(=O)NC2=CC(=CC(=C2)C(F)(F)F)N3C=C(N=C3)C)NC4=NC=CC(=N4)C5=CN=CC=C5. Cell line: HCT116. Synergy scores: CSS=-3.57, Synergy_ZIP=3.35, Synergy_Bliss=1.36, Synergy_Loewe=3.21, Synergy_HSA=-2.26. (4) Drug 2: C(CC(=O)O)C(=O)CN.Cl. Drug 1: CC1=C(C=C(C=C1)NC(=O)C2=CC=C(C=C2)CN3CCN(CC3)C)NC4=NC=CC(=N4)C5=CN=CC=C5. Cell line: RXF 393. Synergy scores: CSS=2.84, Synergy_ZIP=-2.10, Synergy_Bliss=0.763, Synergy_Loewe=-1.43, Synergy_HSA=-0.544. (5) Drug 1: CN1CCC(CC1)COC2=C(C=C3C(=C2)N=CN=C3NC4=C(C=C(C=C4)Br)F)OC. Drug 2: CC1C(C(CC(O1)OC2CC(CC3=C2C(=C4C(=C3O)C(=O)C5=CC=CC=C5C4=O)O)(C(=O)C)O)N)O. Cell line: SK-MEL-5. Synergy scores: CSS=50.5, Synergy_ZIP=0.962, Synergy_Bliss=3.28, Synergy_Loewe=-38.8, Synergy_HSA=-0.173. (6) Drug 1: CC12CCC3C(C1CCC2O)C(CC4=C3C=CC(=C4)O)CCCCCCCCCS(=O)CCCC(C(F)(F)F)(F)F. Drug 2: C1CN(P(=O)(OC1)NCCCl)CCCl. Cell line: HS 578T. Synergy scores: CSS=1.12, Synergy_ZIP=0.302, Synergy_Bliss=0.189, Synergy_Loewe=-0.525, Synergy_HSA=-1.27. (7) Drug 1: CC12CCC3C(C1CCC2=O)CC(=C)C4=CC(=O)C=CC34C. Drug 2: CC1C(C(CC(O1)OC2CC(CC3=C2C(=C4C(=C3O)C(=O)C5=CC=CC=C5C4=O)O)(C(=O)C)O)N)O. Cell line: PC-3. Synergy scores: CSS=48.5, Synergy_ZIP=-1.80, Synergy_Bliss=-1.64, Synergy_Loewe=-2.35, Synergy_HSA=0.268. (8) Drug 1: C1CC(C1)(C(=O)O)C(=O)O.[NH2-].[NH2-].[Pt+2]. Drug 2: C1CCC(C(C1)N)N.C(=O)(C(=O)[O-])[O-].[Pt+4]. Cell line: A498. Synergy scores: CSS=34.5, Synergy_ZIP=-1.60, Synergy_Bliss=2.55, Synergy_Loewe=-8.70, Synergy_HSA=3.87. (9) Synergy scores: CSS=-8.89, Synergy_ZIP=2.68, Synergy_Bliss=-1.69, Synergy_Loewe=-9.01, Synergy_HSA=-6.18. Cell line: MDA-MB-435. Drug 2: C(CCl)NC(=O)N(CCCl)N=O. Drug 1: CN1CCC(CC1)COC2=C(C=C3C(=C2)N=CN=C3NC4=C(C=C(C=C4)Br)F)OC. (10) Drug 1: CN1C(=O)N2C=NC(=C2N=N1)C(=O)N. Drug 2: N.N.Cl[Pt+2]Cl. Cell line: SNB-75. Synergy scores: CSS=34.7, Synergy_ZIP=-10.3, Synergy_Bliss=-2.00, Synergy_Loewe=1.21, Synergy_HSA=1.34.